From a dataset of Catalyst prediction with 721,799 reactions and 888 catalyst types from USPTO. Predict which catalyst facilitates the given reaction. (1) Reactant: [CH2:1]([O:8][C:9](=[O:20])[CH2:10][CH2:11][C:12]1[CH:17]=[CH:16][C:15]([OH:18])=[C:14]([Cl:19])[CH:13]=1)[C:2]1[CH:7]=[CH:6][CH:5]=[CH:4][CH:3]=1.C(=O)([O-])[O-].[K+].[K+].Br[CH2:28][C:29]([O:31][C:32]([CH3:35])([CH3:34])[CH3:33])=[O:30]. Product: [CH2:1]([O:8][C:9](=[O:20])[CH2:10][CH2:11][C:12]1[CH:17]=[CH:16][C:15]([O:18][CH2:28][C:29]([O:31][C:32]([CH3:35])([CH3:34])[CH3:33])=[O:30])=[C:14]([Cl:19])[CH:13]=1)[C:2]1[CH:7]=[CH:6][CH:5]=[CH:4][CH:3]=1. The catalyst class is: 18. (2) Reactant: CC1N(C(C2C=CC(Cl)=CC=2)=O)[C:9]2[CH:8]=[CH:7][C:6](OC)=[CH:5][C:4]=2[C:3]=1[CH2:22][C:23]([OH:25])=[O:24].C[C@@:27]12[C@@:35](O)([C:36](CO)=O)[CH2:34][CH2:33][C@H:32]1[C@@H:31]1[CH2:41]CC3[C@@](C)([C@H:30]1[C@@H:29](O)[CH2:28]2)C=CC(=O)C=3. Product: [C:23]([OH:25])(=[O:24])[CH2:22][CH2:3][CH2:4]/[CH:5]=[CH:6]\[CH2:7]/[CH:8]=[CH:9]\[CH2:41]/[CH:31]=[CH:30]\[CH2:29]/[CH:28]=[CH:27]\[CH2:32][CH2:33][CH2:34][CH2:35][CH3:36]. The catalyst class is: 21. (3) Reactant: [CH3:1][C:2]1([CH3:9])[O:6][CH:5]([CH2:7][OH:8])[CH2:4][O:3]1.[H-].[Na+].[CH:12]1[CH:17]=[CH:16][C:15]([CH2:18]Br)=[CH:14][CH:13]=1. Product: [CH2:18]([O:8][CH2:7][CH:5]1[CH2:4][O:3][C:2]([CH3:9])([CH3:1])[O:6]1)[C:15]1[CH:16]=[CH:17][CH:12]=[CH:13][CH:14]=1. The catalyst class is: 3. (4) Reactant: [CH:1]1([NH:5][S:6]([C:9]2[CH:14]=[CH:13][C:12]([N+:15]([O-])=O)=[CH:11][CH:10]=2)(=[O:8])=[O:7])[CH2:4][CH2:3][CH2:2]1. Product: [CH:1]1([NH:5][S:6]([C:9]2[CH:14]=[CH:13][C:12]([NH2:15])=[CH:11][CH:10]=2)(=[O:8])=[O:7])[CH2:4][CH2:3][CH2:2]1. The catalyst class is: 29. (5) Reactant: C([O-])(=O)C.[NH4+:5].C1(C)C(C)=CC=CC=1.[S:14]1[CH:18]=[CH:17][CH:16]=[C:15]1[CH:19]1[C:23](=O)[CH2:22][NH:21][C:20]1=[O:25]. Product: [NH2:5][C:23]1[CH2:22][NH:21][C:20](=[O:25])[C:19]=1[C:15]1[S:14][CH:18]=[CH:17][CH:16]=1. The catalyst class is: 6.